This data is from Forward reaction prediction with 1.9M reactions from USPTO patents (1976-2016). The task is: Predict the product of the given reaction. Given the reactants Br[CH2:2][C:3](=O)[CH2:4][CH2:5][CH2:6][CH3:7].[NH2:9][C:10]1[N:15]=[N:14][C:13]([N:16]2[CH2:21][CH2:20][N:19]([C:22]([C:24]3[CH:29]=[CH:28][CH:27]=[CH:26][C:25]=3[C:30]([F:33])([F:32])[F:31])=[O:23])[CH2:18][CH2:17]2)=[CH:12][CH:11]=1, predict the reaction product. The product is: [CH2:4]([C:3]1[N:9]=[C:10]2[CH:11]=[CH:12][C:13]([N:16]3[CH2:17][CH2:18][N:19]([C:22]([C:24]4[CH:29]=[CH:28][CH:27]=[CH:26][C:25]=4[C:30]([F:33])([F:32])[F:31])=[O:23])[CH2:20][CH2:21]3)=[N:14][N:15]2[CH:2]=1)[CH2:5][CH2:6][CH3:7].